Predict the product of the given reaction. From a dataset of Forward reaction prediction with 1.9M reactions from USPTO patents (1976-2016). (1) Given the reactants C(=O)([O-])[O-].[Cs+].[Cs+].[CH2:7](I)[CH3:8].[C:10]1([C:20]([OH:22])=[O:21])[C:19]2[C:14](=[CH:15][CH:16]=[CH:17][CH:18]=2)[CH:13]=[CH:12][CH:11]=1, predict the reaction product. The product is: [CH2:7]([O:21][C:20]([C:10]1[C:19]2[C:14](=[CH:15][CH:16]=[CH:17][CH:18]=2)[CH:13]=[CH:12][CH:11]=1)=[O:22])[CH3:8]. (2) Given the reactants [NH:1]1[CH:5]=[C:4]([C:6]2[O:7][C:8]3[CH:28]=[C:27]([O:29][CH3:30])[CH:26]=[CH:25][C:9]=3[C:10]=2[C:11]([C:13]2[CH:18]=[C:17]([O:19][CH3:20])[C:16]([O:21][CH3:22])=[C:15]([O:23][CH3:24])[CH:14]=2)=[O:12])[N:3]=[CH:2]1.[H-].[Na+].[CH3:33]I, predict the reaction product. The product is: [CH3:33][N:1]1[CH:5]=[C:4]([C:6]2[O:7][C:8]3[CH:28]=[C:27]([O:29][CH3:30])[CH:26]=[CH:25][C:9]=3[C:10]=2[C:11]([C:13]2[CH:18]=[C:17]([O:19][CH3:20])[C:16]([O:21][CH3:22])=[C:15]([O:23][CH3:24])[CH:14]=2)=[O:12])[N:3]=[CH:2]1. (3) The product is: [Br:26][CH:11]([C:12]1[CH:17]=[CH:16][C:15]([C:18](=[O:23])[C:19]([Cl:22])([CH3:20])[CH3:21])=[CH:14][CH:13]=1)[C:8]1[CH:7]=[CH:6][C:5]([C:3](=[O:4])[C:2]([Cl:1])([CH3:25])[CH3:24])=[CH:10][CH:9]=1. Given the reactants [Cl:1][C:2]([CH3:25])([CH3:24])[C:3]([C:5]1[CH:10]=[CH:9][C:8]([CH2:11][C:12]2[CH:17]=[CH:16][C:15]([C:18](=[O:23])[C:19]([Cl:22])([CH3:21])[CH3:20])=[CH:14][CH:13]=2)=[CH:7][CH:6]=1)=[O:4].[Br:26]Br, predict the reaction product. (4) Given the reactants [CH2:1]([N:8]1[CH2:13][CH2:12][N:11]([C:14]([C:16]2[CH:20]=[C:19]([CH3:21])[N:18]([C:22]3[CH:27]=[CH:26][CH:25]=[CH:24][CH:23]=3)[C:17]=2[C:28]2[CH:33]=[CH:32][CH:31]=[CH:30][CH:29]=2)=[O:15])[C@@H:10]([CH2:34][OH:35])[CH2:9]1)[C:2]1[CH:7]=[CH:6][CH:5]=[CH:4][CH:3]=1.C(N(CC)CC)C.C(=O)(O)[O-].[Na+], predict the reaction product. The product is: [CH2:1]([N:8]1[CH2:13][CH2:12][N:11]([C:14]([C:16]2[CH:20]=[C:19]([CH3:21])[N:18]([C:22]3[CH:27]=[CH:26][CH:25]=[CH:24][CH:23]=3)[C:17]=2[C:28]2[CH:29]=[CH:30][CH:31]=[CH:32][CH:33]=2)=[O:15])[C@@H:10]([CH:34]=[O:35])[CH2:9]1)[C:2]1[CH:7]=[CH:6][CH:5]=[CH:4][CH:3]=1.